This data is from TCR-epitope binding with 47,182 pairs between 192 epitopes and 23,139 TCRs. The task is: Binary Classification. Given a T-cell receptor sequence (or CDR3 region) and an epitope sequence, predict whether binding occurs between them. (1) The epitope is NYSGVVTTVMF. The TCR CDR3 sequence is CSAPQGAGNTIYF. Result: 0 (the TCR does not bind to the epitope). (2) The epitope is IIKDYGKQM. The TCR CDR3 sequence is CASSSVDGTSGRVGELFF. Result: 0 (the TCR does not bind to the epitope). (3) The epitope is NLNESLIDL. The TCR CDR3 sequence is CASSIGTSDYEQYF. Result: 1 (the TCR binds to the epitope). (4) The epitope is HPKVSSEVHI. The TCR CDR3 sequence is CASSQGSGLLPGEQFF. Result: 0 (the TCR does not bind to the epitope).